From a dataset of Catalyst prediction with 721,799 reactions and 888 catalyst types from USPTO. Predict which catalyst facilitates the given reaction. Reactant: [C:1]([N:5]([C:18](=[O:37])[C:19]1[CH:24]=[CH:23][C:22]([CH:25](Br)Br)=[C:21]([B:28]2[O:32][C:31]([CH3:34])([CH3:33])[C:30]([CH3:36])([CH3:35])[O:29]2)[CH:20]=1)[NH:6][C:7](=[O:17])[C:8]1[CH:13]=[CH:12][CH:11]=[C:10]([O:14][CH3:15])[C:9]=1[CH3:16])([CH3:4])([CH3:3])[CH3:2].[CH3:38][O-:39].[Na+].[C:41]([OH:44])(=O)C. Product: [C:1]([N:5]([C:18](=[O:37])[C:19]1[CH:24]=[CH:23][C:22]([CH:25]([O:44][CH3:41])[O:39][CH3:38])=[C:21]([B:28]2[O:32][C:31]([CH3:34])([CH3:33])[C:30]([CH3:36])([CH3:35])[O:29]2)[CH:20]=1)[NH:6][C:7](=[O:17])[C:8]1[CH:13]=[CH:12][CH:11]=[C:10]([O:14][CH3:15])[C:9]=1[CH3:16])([CH3:4])([CH3:3])[CH3:2]. The catalyst class is: 5.